This data is from Catalyst prediction with 721,799 reactions and 888 catalyst types from USPTO. The task is: Predict which catalyst facilitates the given reaction. (1) Product: [Cl:33][CH2:2][C:3]1[CH:28]=[CH:27][C:6]([O:7][CH2:8][C:9]2[N:10]=[C:11]([C:15]3[CH:20]=[CH:19][C:18]([CH2:21][C:22]([O:24][CH2:25][CH3:26])=[O:23])=[CH:17][CH:16]=3)[O:12][C:13]=2[CH3:14])=[C:5]([O:29][CH3:30])[CH:4]=1. The catalyst class is: 11. Reactant: O[CH2:2][C:3]1[CH:28]=[CH:27][C:6]([O:7][CH2:8][C:9]2[N:10]=[C:11]([C:15]3[CH:20]=[CH:19][C:18]([CH2:21][C:22]([O:24][CH2:25][CH3:26])=[O:23])=[CH:17][CH:16]=3)[O:12][C:13]=2[CH3:14])=[C:5]([O:29][CH3:30])[CH:4]=1.S(Cl)([Cl:33])=O.C(=O)([O-])O.[Na+]. (2) Product: [F:18][C:17]([F:19])([F:20])[O:16][C:13]1[CH:14]=[CH:15][C:10]([N:1]2[CH2:8][CH2:7][CH2:6][CH:2]2[C:3]([OH:5])=[O:4])=[CH:11][CH:12]=1. The catalyst class is: 419. Reactant: [NH:1]1[CH2:8][CH2:7][CH2:6][CH:2]1[C:3]([OH:5])=[O:4].I[C:10]1[CH:15]=[CH:14][C:13]([O:16][C:17]([F:20])([F:19])[F:18])=[CH:12][CH:11]=1.C(=O)([O-])[O-].[K+].[K+].Cl. (3) Reactant: N1[CH:6]=[CH:5][CH:4]=[C:3]([CH:7]([CH:12]2N3[CH2:18][CH2:19][CH:14](C(=O)C3)[CH2:13]2)C[N+]([O-])=O)C=1.[CH2:21](O)C. Product: [CH3:21][CH2:18][CH2:19][CH2:14][CH2:13][CH2:12][CH2:7][CH2:3][CH2:4][CH2:5][CH3:6]. The catalyst class is: 181. (4) Reactant: [Si:1]([O:8][CH:9]1[CH2:18][C:17]2[C:16]([NH:19][C:20]3[O:21][C:22]([C:25]4[CH:30]=[CH:29][C:28]([C:31]([F:34])([F:33])[F:32])=[CH:27][CH:26]=4)=[CH:23][N:24]=3)=[CH:15][CH:14]=[CH:13][C:12]=2[CH2:11][CH2:10]1)([C:4]([CH3:7])([CH3:6])[CH3:5])([CH3:3])[CH3:2].[H-].[Na+].IC.[C:39](OCC)(=O)C. Product: [Si:1]([O:8][CH:9]1[CH2:18][C:17]2[C:16]([N:19]([CH3:39])[C:20]3[O:21][C:22]([C:25]4[CH:30]=[CH:29][C:28]([C:31]([F:32])([F:33])[F:34])=[CH:27][CH:26]=4)=[CH:23][N:24]=3)=[CH:15][CH:14]=[CH:13][C:12]=2[CH2:11][CH2:10]1)([C:4]([CH3:7])([CH3:5])[CH3:6])([CH3:3])[CH3:2]. The catalyst class is: 9. (5) Reactant: [C:1]1([C:3](=[CH:5][CH:6]=[CH:7][CH:8]=1)[OH:4])[OH:2].[O-]CC.[Nb+5:12].[O-]CC.[O-]CC.[O-]CC.[O-]CC. Product: [C:1]1([C:3](=[CH:5][CH:6]=[CH:7][CH:8]=1)[O-:4])[O-:2].[Nb+5:12].[C:1]1([C:3](=[CH:5][CH:6]=[CH:7][CH:8]=1)[O-:4])[O-:2].[C:1]1([C:3](=[CH:5][CH:6]=[CH:7][CH:8]=1)[O-:4])[O-:2].[C:1]1([C:3](=[CH:5][CH:6]=[CH:7][CH:8]=1)[O-:4])[O-:2].[C:1]1([C:3](=[CH:5][CH:6]=[CH:7][CH:8]=1)[O-:4])[O-:2].[Nb+5:12]. The catalyst class is: 11. (6) Reactant: [C:1](Cl)(=O)[CH2:2][CH2:3][CH3:4].[CH2:7]([C:14]1([N:24]([CH3:26])[CH3:25])[CH2:23][CH2:22][C:17]2([CH2:21][CH2:20][NH:19][CH2:18]2)[CH2:16][CH2:15]1)[C:8]1[CH:13]=[CH:12][CH:11]=[CH:10][CH:9]=1.C(N(CC)CC)C. Product: [CH2:7]([C:14]1([N:24]([CH3:25])[CH3:26])[CH2:23][CH2:22][C:17]2([CH2:21][CH2:20][N:19]([CH2:1][CH2:2][CH2:3][CH3:4])[CH2:18]2)[CH2:16][CH2:15]1)[C:8]1[CH:9]=[CH:10][CH:11]=[CH:12][CH:13]=1. The catalyst class is: 2.